This data is from Experimentally validated miRNA-target interactions with 360,000+ pairs, plus equal number of negative samples. The task is: Binary Classification. Given a miRNA mature sequence and a target amino acid sequence, predict their likelihood of interaction. (1) The miRNA is hsa-miR-6747-3p with sequence UCCUGCCUUCCUCUGCACCAG. The protein sequence of the target gene is MTMETVESQHDGSITASLTESKSAHVQTQTGQNSIPALAQVSVAGSGTRRGSPAVTLVQLPSGQTIHVQGVIQTPQPWVIQSSEIHTVQVAAIAETDESAESEGVIDSHKRREILSRRPSYRKILNELSSDVPGVPKIEEERSEEEGTPPSIATMAVPTSIYQTSTGQYIAIAQGGTIQISNPGSDGVQGLQALTMTNSGAPPPGATIVQYAAQSADGTQQFFVPGSQVVVQDEETELAPSHMAAATGDMPTYQIRAPTAALPQGVVMAASPGSLHSPQQLAEEATRKRELRLMKNREAA.... Result: 1 (interaction). (2) The miRNA is hsa-miR-2276-5p with sequence GCCCUCUGUCACCUUGCAGACG. The protein sequence of the target gene is MRRKEKRLLQAVALVLAALVLLPNVGLWALYRERQPDGTPGGSGAAVAPAAGQGSHSRQKKTFFLGDGQKLKDWHDKEAIRRDAQRVGNGEQGRPYPMTDAERVDQAYRENGFNIYVSDKISLNRSLPDIRHPNCNSKRYLETLPNTSIIIPFHNEGWSSLLRTVHSVLNRSPPELVAEIVLVDDFSDREHLKKPLEDYMALFPSVRILRTKKREGLIRTRMLGASVATGDVITFLDSHCEANVNWLPPLLDRIARNRKTIVCPMIDVIDHDDFRYETQAGDAMRGAFDWEMYYKRIPIP.... Result: 1 (interaction). (3) The miRNA is hsa-miR-648 with sequence AAGUGUGCAGGGCACUGGU. The protein sequence of the target gene is MARGPGPLGRPRPDTVAMPKRGKRLKFRAHDACSGRVTVADYANSDPAVVRSGRVKKAVANAVQQEVKSLCGLEASQVPAEEALSGAGEPCDIIDSSDEMDAQEESIHERTVSRKKKSKRHKEELDGAGGEEYPMDIWLLLASYIRPEDIVNFSLICKNAWTVTCTAAFWTRLYRRHYTLDASLPLRLRPESMEKLRCLRACVIRSLYHMYEPFAARISKNPAIPESTPSTLKNSKCLLFWCRKIVGNRQEPMWEFNFKFKKQSPRLKSKCTGGLQPPVQYEDVHTNPDQDCCLLQVTTL.... Result: 0 (no interaction). (4) The miRNA is mmu-miR-465a-5p with sequence UAUUUAGAAUGGCACUGAUGUGA. The protein sequence of the target gene is MAEKFDCHYCRDPLQGKKYVQKDGHHCCLKCFDKFCANTCVECRKPIGADSKEVHYKNRFWHDTCFRCAKCLHPLANETFVAKDNKILCNKCTTREDSPKCKGCFKAIVAGDQNVEYKGTVWHKDCFTCSNCKQVIGTGSFFPKGEDFYCVTCHETKFAKHCVKCNKAITSGGITYQDQPWHADCFVCVTCSKKLAGQRFTAVEDQYYCVDCYKNFVAKKCAGCKNPITGKRTVSRVSHPVSKARKPPVCHGKRLPLTLFPSANLRGRHPGGERTCPSWVVVLYRKNRSLAAPRGPGLVK.... Result: 0 (no interaction). (5) The miRNA is mmu-miR-136-5p with sequence ACUCCAUUUGUUUUGAUGAUGG. The protein sequence of the target gene is MSGQLERCEREWHELEGEFQELQETHRIYKQKLEELAALQTLCSSSISKQKKHLKDLKLTLQRCKRHASREEAELVQQMAANIKERQDVFFDMEAYLPKKNGLYLNLVLGNVNVTLLSNQAKFAYKDEYEKFKLYLTIILLLGAVACRFVLHYRVTDEVFNFLLVWYYCTLTIRESILISNGSRIKGWWVSHHYVSTFLSGVMLTWPNGPIYQKFRNQFLAFSIFQSCVQFLQYYYQRGCLYRLRALGERNHLDLTVEGFQSWMWRGLTFLLPFLFCGHFWQLYNAVTLFELSSHEECRE.... Result: 0 (no interaction). (6) The protein sequence of the target gene is MAASLRLLGAASGLRYWSRRLRPAAGSFAAVCSRSVASKTPVGFIGLGNMGNPMAKNLMKHGYPLIIYDVFPDACKEFQDAGEQVVSSPADVAEKADRIITMLPTSINAIEAYSGANGILKKVKKGSLLIDSSTIDPAVSKELAKEVEKMGAVFMDAPVSGGVGAARSGNLTFMVGGVEDEFAAAQELLGCMGSNVVYCGAVGTGQAAKICNNMLLAISMIGTAEAMNLGIRLGLDPKLLAKILNMSSGRCWSSDTYNPVPGVMDGVPSANNYQGGFGTTLMAKDLGLAQDSATSTKSPI.... The miRNA is hsa-miR-412-3p with sequence ACUUCACCUGGUCCACUAGCCGU. Result: 1 (interaction). (7) The miRNA is hsa-miR-5692b with sequence AAUAAUAUCACAGUAGGUGU. The protein sequence of the target gene is MDAVNAFNQELFSLMDMKPPISRAKMILITKAAIKAIKLYKHVVQIVEKFIKKCKPEYKVPGLYVIDSIVRQSRHQFGTDKDVFGPRFSKNITATFQYLYLCPSEDKSKIVRVLNLWQKNGVFKIEIIQPLLDMAAGTSNAAPVAENVTNNEGSPPPPVKVSSEPPTQATPNSVPAVPQLPSSDAFAAVAQLFQTTQGQQLQQILQTFQQPPKPQSPALDNAVMAQVQAITAQLKTTPTQPSEQKAAFPPPEQKTAFDKKLLDRFDYDDEPEAVEESKKEDTTAVTTTAPAAAVPPAPTA.... Result: 1 (interaction).